From a dataset of Full USPTO retrosynthesis dataset with 1.9M reactions from patents (1976-2016). Predict the reactants needed to synthesize the given product. (1) The reactants are: [F:1][C:2]([F:43])([F:42])[CH2:3][NH:4][C:5]([C:7]1([CH2:20][CH2:21][CH2:22][CH2:23][N:24]2[CH2:29][CH2:28][N:27]([C:30]3[CH:39]=[CH:38][C:37]4[C:32](=[C:33]([O:40]C)[CH:34]=[CH:35][CH:36]=4)[N:31]=3)[CH2:26][CH2:25]2)[C:19]2[CH:18]=[CH:17][CH:16]=[CH:15][C:14]=2[C:13]2[C:8]1=[CH:9][CH:10]=[CH:11][CH:12]=2)=[O:6].B(Br)(Br)Br. Given the product [F:43][C:2]([F:1])([F:42])[CH2:3][NH:4][C:5]([C:7]1([CH2:20][CH2:21][CH2:22][CH2:23][N:24]2[CH2:25][CH2:26][N:27]([C:30]3[CH:39]=[CH:38][C:37]4[C:32](=[C:33]([OH:40])[CH:34]=[CH:35][CH:36]=4)[N:31]=3)[CH2:28][CH2:29]2)[C:8]2[CH:9]=[CH:10][CH:11]=[CH:12][C:13]=2[C:14]2[C:19]1=[CH:18][CH:17]=[CH:16][CH:15]=2)=[O:6], predict the reactants needed to synthesize it. (2) Given the product [Br:1][CH2:2][CH2:3][O:4][C:5]1[CH:6]=[C:7]2[C:12](=[CH:13][CH:14]=1)[N+:11]([O-:23])=[CH:10][CH:9]=[CH:8]2, predict the reactants needed to synthesize it. The reactants are: [Br:1][CH2:2][CH2:3][O:4][C:5]1[CH:6]=[C:7]2[C:12](=[CH:13][CH:14]=1)[N:11]=[CH:10][CH:9]=[CH:8]2.ClC1C=CC=C(C(OO)=[O:23])C=1. (3) Given the product [NH2:59][C:60]1[CH:65]=[CH:64][CH:63]=[CH:62][C:61]=1[C:66]1[CH:71]=[CH:70][C:69]([C:72]([N:12]2[CH2:11][CH2:10][C:9]([CH2:15][N:16]3[C:21](=[O:22])[C:20]4=[CH:23][CH:24]=[CH:25][N:19]4[N:18]=[CH:17]3)([OH:8])[CH2:14][CH2:13]2)=[O:73])=[CH:68][CH:67]=1, predict the reactants needed to synthesize it. The reactants are: FC(F)(F)C(O)=O.[OH:8][C:9]1([CH2:15][N:16]2[C:21](=[O:22])[C:20]3=[CH:23][CH:24]=[CH:25][N:19]3[N:18]=[CH:17]2)[CH2:14][CH2:13][NH:12][CH2:11][CH2:10]1.CN(C(ON1N=NC2C=CC=NC1=2)=[N+](C)C)C.F[P-](F)(F)(F)(F)F.CCN(C(C)C)C(C)C.[NH2:59][C:60]1[CH:65]=[CH:64][CH:63]=[CH:62][C:61]=1[C:66]1[CH:71]=[CH:70][C:69]([C:72](O)=[O:73])=[CH:68][CH:67]=1. (4) Given the product [F:1][C:2]1[CH:3]=[C:4]([NH:9][C:10]([NH:25][C:24]2[CH:26]=[CH:27][CH:28]=[C:22]([O:21][CH2:20][CH2:19][CH2:18][N:15]3[CH2:14][CH2:13][O:12][CH2:17][CH2:16]3)[CH:23]=2)=[O:11])[CH:5]=[CH:6][C:7]=1[F:8], predict the reactants needed to synthesize it. The reactants are: [F:1][C:2]1[CH:3]=[C:4]([N:9]=[C:10]=[O:11])[CH:5]=[CH:6][C:7]=1[F:8].[O:12]1[CH2:17][CH2:16][N:15]([CH2:18][CH2:19][CH2:20][O:21][C:22]2[CH:23]=[C:24]([CH:26]=[CH:27][CH:28]=2)[NH2:25])[CH2:14][CH2:13]1. (5) Given the product [C:5]([NH:8][C:9]1[CH:10]=[C:11]2[C:16](=[CH:17][CH:18]=1)[O:15][CH:14]([CH2:19][C:20]([O:22][CH3:26])=[O:21])[CH2:13][CH2:12]2)(=[O:7])[CH3:6], predict the reactants needed to synthesize it. The reactants are: S(Cl)(Cl)=O.[C:5]([NH:8][C:9]1[CH:10]=[C:11]2[C:16](=[CH:17][CH:18]=1)[O:15][CH:14]([CH2:19][C:20]([OH:22])=[O:21])[CH2:13][CH2:12]2)(=[O:7])[CH3:6].N.[Cl-].[NH4+].[CH3:26]O. (6) Given the product [N:22]1([C:2]2[CH:3]=[C:4]3[C:9](=[CH:10][CH:11]=2)[N:8]=[C:7]([NH:12][C@H:13]2[C:21]4[C:16](=[CH:17][CH:18]=[CH:19][CH:20]=4)[CH2:15][CH2:14]2)[CH:6]=[CH:5]3)[CH:26]=[CH:25][N:24]=[CH:23]1, predict the reactants needed to synthesize it. The reactants are: Br[C:2]1[CH:3]=[C:4]2[C:9](=[CH:10][CH:11]=1)[N:8]=[C:7]([NH:12][C@H:13]1[C:21]3[C:16](=[CH:17][CH:18]=[CH:19][CH:20]=3)[CH2:15][CH2:14]1)[CH:6]=[CH:5]2.[NH:22]1[CH:26]=[CH:25][N:24]=[CH:23]1.C(C1CCCCC1=O)(=O)C.C(=O)([O-])[O-].[K+].[K+].